This data is from Full USPTO retrosynthesis dataset with 1.9M reactions from patents (1976-2016). The task is: Predict the reactants needed to synthesize the given product. (1) Given the product [NH2:3][C:4]1[N:9]=[CH:8][C:7]([CH2:10][CH:11]([C:15]2[N:16]=[CH:17][N:18]([CH:20]3[CH2:25][CH2:24][CH2:23][CH2:22][CH2:21]3)[CH:19]=2)[C:12]([O:14][CH2:29][CH:26]2[CH2:28][CH2:27]2)=[O:13])=[CH:6][CH:5]=1, predict the reactants needed to synthesize it. The reactants are: Cl.Cl.[NH2:3][C:4]1[N:9]=[CH:8][C:7]([CH2:10][CH:11]([C:15]2[N:16]=[CH:17][N:18]([CH:20]3[CH2:25][CH2:24][CH2:23][CH2:22][CH2:21]3)[CH:19]=2)[C:12]([OH:14])=[O:13])=[CH:6][CH:5]=1.[CH:26]1([CH2:29]O)[CH2:28][CH2:27]1. (2) Given the product [CH2:1]([N:8]1[CH2:13][CH2:12][C:11]([C:14]2[CH:15]=[CH:16][CH:17]=[CH:18][CH:19]=2)([CH2:20][N:22]2[CH2:23][CH2:24][CH2:25][CH2:26][CH2:27]2)[CH2:10][CH2:9]1)[C:2]1[CH:3]=[CH:4][CH:5]=[CH:6][CH:7]=1, predict the reactants needed to synthesize it. The reactants are: [CH2:1]([N:8]1[CH2:13][CH2:12][C:11]([C:20]([N:22]2[CH2:27][CH2:26][CH2:25][CH2:24][CH2:23]2)=O)([C:14]2[CH:19]=[CH:18][CH:17]=[CH:16][CH:15]=2)[CH2:10][CH2:9]1)[C:2]1[CH:7]=[CH:6][CH:5]=[CH:4][CH:3]=1.[H-].[H-].[H-].[H-].[Li+].[Al+3]. (3) Given the product [S:16]1[C:17]2[C:18](=[N:19][CH:20]=[CH:21][CH:22]=2)[N:23]=[C:15]1[O:14][C:12]1[CH:11]=[CH:10][C:8]2[C:9]([CH2:35][OH:36])=[CH:5][O:6][C:7]=2[CH:13]=1, predict the reactants needed to synthesize it. The reactants are: COC([C:5]1[O:6][C:7]2[CH:13]=[C:12]([O:14][C:15]3[S:16][C:17]4[C:18]([N:23]=3)=[N:19][CH:20]=[CH:21][CH:22]=4)[CH:11]=[CH:10][C:8]=2[CH:9]=1)=O.CC(C[AlH]CC(C)C)C.[C@H](O)(C([O-])=O)[C@@H](O)[C:35]([O-])=[O:36].[Na+].[K+]. (4) Given the product [CH2:1]([O:3][C:4]([C:6]1[C:10]2[N:11]=[CH:12][N:13]=[C:14]([Cl:18])[C:9]=2[NH:8][CH:7]=1)=[O:5])[CH3:2], predict the reactants needed to synthesize it. The reactants are: [CH2:1]([O:3][C:4]([C:6]1[C:10]2[N:11]=[CH:12][N:13]=[C:14](O)[C:9]=2[NH:8][CH:7]=1)=[O:5])[CH3:2].O=P(Cl)(Cl)[Cl:18].